From a dataset of Experimentally validated miRNA-target interactions with 360,000+ pairs, plus equal number of negative samples. Binary Classification. Given a miRNA mature sequence and a target amino acid sequence, predict their likelihood of interaction. The miRNA is hsa-miR-4310 with sequence GCAGCAUUCAUGUCCC. The protein sequence of the target gene is MPTMRRTVSEIRSRAEGYEKTDDVSEKTSLADQEEVRTIFINQPQLTKFCNNHVSTAKYNVITFLPRFLYSQFRRAANSFFLFIALLQQIPDVSPTGRYTTLVPLLFILAVAAIKEIIEDIKRHKADNAVNKKQTQVLRNGAWEIVHWEKVAVGEIVKVTNGEHLPADLLSLSSSEPQAMCYIETSNLDGETNLKIRQGLPATSDIKDIDSLMRISGRIECESPNRHLYDFVGNIRLDGHGTVPLGADQILLRGAQLRNTQWVHGIVVYTGHDTKLMQNSTSPPLKLSNVERITNVQILI.... Result: 0 (no interaction).